From a dataset of CYP2C9 inhibition data for predicting drug metabolism from PubChem BioAssay. Regression/Classification. Given a drug SMILES string, predict its absorption, distribution, metabolism, or excretion properties. Task type varies by dataset: regression for continuous measurements (e.g., permeability, clearance, half-life) or binary classification for categorical outcomes (e.g., BBB penetration, CYP inhibition). Dataset: cyp2c9_veith. (1) The molecule is CCOC(=O)c1sc(-c2ccc(Br)cc2)cc1N. The result is 1 (inhibitor). (2) The drug is CC(C)[C@H](CO)Nc1nc(Nc2ccc(C(=O)O)c(Cl)c2)c2ncn(C(C)C)c2n1. The result is 0 (non-inhibitor). (3) The molecule is Cc1ccccc1-c1nc(N2CCN(C)CC2)c2ccccc2n1. The result is 0 (non-inhibitor). (4) The molecule is CC(C)(S)[C@H](N)C(=O)O. The result is 0 (non-inhibitor). (5) The molecule is CN1CCCC[C@@H]1CCN1c2ccccc2Sc2ccc(S(C)=O)cc21.O=S(=O)(O)c1ccccc1. The result is 0 (non-inhibitor).